From a dataset of Full USPTO retrosynthesis dataset with 1.9M reactions from patents (1976-2016). Predict the reactants needed to synthesize the given product. (1) The reactants are: Br[CH2:2][C:3]([N:5]1[CH2:10][CH2:9][N:8]([C:11](=[O:28])[CH2:12][C:13]2[N:14]=[C:15]([NH:18][C:19](=[O:27])[C:20]3[CH:25]=[CH:24][C:23]([Cl:26])=[CH:22][CH:21]=3)[S:16][CH:17]=2)[CH2:7][CH2:6]1)=[O:4].[NH:29]1[CH2:33][CH2:32][CH2:31][CH2:30]1. Given the product [Cl:26][C:23]1[CH:24]=[CH:25][C:20]([C:19]([NH:18][C:15]2[S:16][CH:17]=[C:13]([CH2:12][C:11](=[O:28])[N:8]3[CH2:9][CH2:10][N:5]([C:3](=[O:4])[CH2:2][N:29]4[CH2:33][CH2:32][CH2:31][CH2:30]4)[CH2:6][CH2:7]3)[N:14]=2)=[O:27])=[CH:21][CH:22]=1, predict the reactants needed to synthesize it. (2) Given the product [F:16][C:10]1[C:11]([N+:20]([O-:22])=[O:21])=[C:12]2[C:15]3[N:4]([CH:5]([CH3:18])[CH2:6][O:7][C:8]=3[C:9]=1[F:17])[C:3](=[O:19])[NH:2][C:13]2=[O:14], predict the reactants needed to synthesize it. The reactants are: N[N:2]1[C:13](=[O:14])[C:12]2[C:15]3[N:4]([CH:5]([CH3:18])[CH2:6][O:7][C:8]=3[C:9]([F:17])=[C:10]([F:16])[CH:11]=2)[C:3]1=[O:19].[N+:20]([O-])([O-:22])=[O:21].[K+].O. (3) Given the product [CH3:1][C:2]1[N:7]=[CH:6][C:5]([C:8]([NH:10][C:11]2[C:12]([C:22]([OH:24])=[O:23])=[N:13][N:14]([CH:16]3[CH2:21][CH2:20][CH2:19][CH2:18][O:17]3)[CH:15]=2)=[O:9])=[CH:4][CH:3]=1, predict the reactants needed to synthesize it. The reactants are: [CH3:1][C:2]1[N:7]=[CH:6][C:5]([C:8]([NH:10][C:11]2[C:12]([C:22]([O:24]C)=[O:23])=[N:13][N:14]([CH:16]3[CH2:21][CH2:20][CH2:19][CH2:18][O:17]3)[CH:15]=2)=[O:9])=[CH:4][CH:3]=1.O1CCCC1.[OH-].[Na+].Cl. (4) The reactants are: [F:1][C:2]1[N:7]=[C:6]2[NH:8][CH:9]=[CH:10][C:5]2=[CH:4][CH:3]=1.[C:11](=O)([O-])[O-].[K+].[K+].CI.O. Given the product [F:1][C:2]1[N:7]=[C:6]2[N:8]([CH3:11])[CH:9]=[CH:10][C:5]2=[CH:4][CH:3]=1, predict the reactants needed to synthesize it. (5) Given the product [F:1][C:2]1[CH:7]=[C:6]([F:8])[CH:5]=[C:4]([F:9])[C:3]=1[C@H:10]1[N:18]2[C@H:13]([CH2:14][CH2:15][CH2:16][C:17]2=[O:19])[CH2:12][CH2:11]1, predict the reactants needed to synthesize it. The reactants are: [F:1][C:2]1[CH:7]=[C:6]([F:8])[CH:5]=[C:4]([F:9])[C:3]=1[C@H:10]1[N:18]2[C@@H:13]([CH:14]=[CH:15][CH2:16][C:17]2=[O:19])[CH2:12][CH2:11]1.[H][H]. (6) Given the product [C:20]([C:22]1[CH:27]=[C:26]([C:10]2[N:11]=[C:12]([C:13]3[CH:18]=[CH:17][CH:16]=[CH:15][CH:14]=3)[C:7]([C:1]3[CH:6]=[CH:5][CH:4]=[CH:3][CH:2]=3)=[N:8][CH:9]=2)[CH:25]=[CH:24][CH:23]=1)#[N:21], predict the reactants needed to synthesize it. The reactants are: [C:1]1([C:7]2[C:12]([C:13]3[CH:18]=[CH:17][CH:16]=[CH:15][CH:14]=3)=[N:11][C:10](Cl)=[CH:9][N:8]=2)[CH:6]=[CH:5][CH:4]=[CH:3][CH:2]=1.[C:20]([C:22]1[CH:23]=[C:24](B(O)O)[CH:25]=[CH:26][CH:27]=1)#[N:21].C1(C)C=CC=CC=1.C(=O)([O-])[O-].[K+].[K+]. (7) Given the product [ClH:15].[Cl:15][C:16]1[CH:21]=[CH:20][C:19]([C:2]2[CH:3]=[N:4][CH:5]=[C:6]([CH2:8][N:9]3[CH:13]=[CH:12][N:11]=[C:10]3[CH3:14])[CH:7]=2)=[CH:18][C:17]=1[C:31]([F:32])([F:33])[F:34], predict the reactants needed to synthesize it. The reactants are: Br[C:2]1[CH:3]=[N:4][CH:5]=[C:6]([CH2:8][N:9]2[CH:13]=[CH:12][N:11]=[C:10]2[CH3:14])[CH:7]=1.[Cl:15][C:16]1[CH:21]=[CH:20][C:19](B2OC(C)(C)C(C)(C)O2)=[CH:18][C:17]=1[C:31]([F:34])([F:33])[F:32]. (8) Given the product [F:38][C:39]([F:48])([F:49])[C:40]1[CH:47]=[CH:46][C:43]([CH2:44][O:1][C:2]2[CH:11]=[C:10]3[C:5]([CH:6]=[CH:7][CH:8]=[C:9]3[N:12]3[CH2:17][CH2:16][N:15]([CH3:18])[CH2:14][CH2:13]3)=[CH:4][CH:3]=2)=[CH:42][CH:41]=1, predict the reactants needed to synthesize it. The reactants are: [OH:1][C:2]1[CH:11]=[C:10]2[C:5]([CH:6]=[CH:7][CH:8]=[C:9]2[N:12]2[CH2:17][CH2:16][N:15]([CH3:18])[CH2:14][CH2:13]2)=[CH:4][CH:3]=1.C1(P(C2C=CC=CC=2)C2C=CC=CC=2)C=CC=CC=1.[F:38][C:39]([F:49])([F:48])[C:40]1[CH:47]=[CH:46][C:43]([CH2:44]O)=[CH:42][CH:41]=1.N(C(OCC)=O)=NC(OCC)=O. (9) Given the product [CH3:12][N:11]([CH3:13])[S:8]([C:7]1[C:2]([C:20]2[CH:21]=[CH:22][C:17]([C:14]([OH:16])=[O:15])=[CH:18][CH:19]=2)=[N:3][CH:4]=[CH:5][CH:6]=1)(=[O:10])=[O:9], predict the reactants needed to synthesize it. The reactants are: Cl[C:2]1[C:7]([S:8]([N:11]([CH3:13])[CH3:12])(=[O:10])=[O:9])=[CH:6][CH:5]=[CH:4][N:3]=1.[C:14]([C:17]1[CH:22]=[CH:21][C:20](B(O)O)=[CH:19][CH:18]=1)([OH:16])=[O:15].C([O-])([O-])=O.[Na+].[Na+]. (10) Given the product [CH3:8][O:9][C:10]1[N:15]=[CH:14][C:13]([NH:16][C:17]2[C:18]([C:37]3[N:45]=[C:44]([CH3:46])[N:43]=[C:42]4[C:38]=3[N:39]=[CH:40][NH:41]4)=[CH:19][C:20]([CH2:23][N:24]3[CH2:25][CH2:26][NH:27][CH2:28][CH2:29]3)=[CH:21][N:22]=2)=[CH:12][CH:11]=1, predict the reactants needed to synthesize it. The reactants are: C(O)(C(F)(F)F)=O.[CH3:8][O:9][C:10]1[N:15]=[CH:14][C:13]([NH:16][C:17]2[N:22]=[CH:21][C:20]([CH2:23][N:24]3[CH2:29][CH2:28][N:27](C(OC(C)(C)C)=O)[CH2:26][CH2:25]3)=[CH:19][C:18]=2[C:37]2[N:45]=[C:44]([CH3:46])[N:43]=[C:42]3[C:38]=2[N:39]=[CH:40][N:41]3C2CCCCO2)=[CH:12][CH:11]=1.